From a dataset of Human liver microsome stability data. Regression/Classification. Given a drug SMILES string, predict its absorption, distribution, metabolism, or excretion properties. Task type varies by dataset: regression for continuous measurements (e.g., permeability, clearance, half-life) or binary classification for categorical outcomes (e.g., BBB penetration, CYP inhibition). Dataset: hlm. (1) The molecule is CC(C)(CS(=O)(=O)c1ccccc1-c1ccc2ncsc2c1)C(=O)N[C@H](C#N)CC(N)=O. The result is 1 (stable in human liver microsomes). (2) The compound is CC1=C2C[C@H]3[C@@H](CC[C@@H]4C[C@H](NS(C)(=O)=O)CC[C@@]43C)[C@@H]2CC[C@@]2(C1)O[C@@H]1C[C@H](C)CN[C@H]1[C@H]2C. The result is 0 (unstable in human liver microsomes).